Task: Predict the reactants needed to synthesize the given product.. Dataset: Full USPTO retrosynthesis dataset with 1.9M reactions from patents (1976-2016) (1) The reactants are: [N:1]1([C:7]2[CH:12]=[CH:11][C:10]([N:13]3[CH:18]=[CH:17][CH:16]=[CH:15][C:14]3=[O:19])=[CH:9][CH:8]=2)[CH2:6][CH2:5][NH:4][CH2:3][CH2:2]1.Cl[CH2:21][CH2:22][C:23]([C:25]1[C:33]2[C:28](=[CH:29][CH:30]=[C:31]([C:34]#[N:35])[CH:32]=2)[NH:27][CH:26]=1)=[O:24].C(=O)([O-])[O-].[K+].[K+].[I-].[K+]. Given the product [O:19]=[C:14]1[CH:15]=[CH:16][CH:17]=[CH:18][N:13]1[C:10]1[CH:9]=[CH:8][C:7]([N:1]2[CH2:6][CH2:5][N:4]([CH2:21][CH2:22][C:23]([C:25]3[C:33]4[C:28](=[CH:29][CH:30]=[C:31]([C:34]#[N:35])[CH:32]=4)[NH:27][CH:26]=3)=[O:24])[CH2:3][CH2:2]2)=[CH:12][CH:11]=1, predict the reactants needed to synthesize it. (2) Given the product [CH2:9]([N:6]1[C:7]2[N:8]=[C:18]([C:17]([F:28])([F:27])[F:16])[NH:1][C:2]=2[C:3](=[O:15])[NH:4][C:5]1=[O:14])[CH2:10][CH2:11][CH2:12][CH3:13], predict the reactants needed to synthesize it. The reactants are: [NH2:1][C:2]1[C:3](=[O:15])[NH:4][C:5](=[O:14])[N:6]([CH2:9][CH2:10][CH2:11][CH2:12][CH3:13])[C:7]=1[NH2:8].[F:16][C:17]([F:28])([F:27])[C:18](O[C:18](=O)[C:17]([F:28])([F:27])[F:16])=O. (3) Given the product [C:1]([O:5][C:6]([C:8]1([C:24](=[O:25])[C:23]2[CH:22]=[CH:21][C:20]([N+:17]([O-:19])=[O:18])=[CH:28][CH:27]=2)[C:13]([NH2:14])=[CH:12][CH:11]=[C:10]([CH2:15][Cl:36])[NH:9]1)=[O:7])([CH3:4])([CH3:3])[CH3:2], predict the reactants needed to synthesize it. The reactants are: [C:1]([O:5][C:6]([C:8]1[C:13]([NH2:14])=[CH:12][CH:11]=[C:10]([CH3:15])[N+:9]=1[O-])=[O:7])([CH3:4])([CH3:3])[CH3:2].[N+:17]([C:20]1[CH:28]=[CH:27][C:23]([C:24](Cl)=[O:25])=[CH:22][CH:21]=1)([O-:19])=[O:18].C(N(CC)CC)C.[Cl:36]C(Cl)(OC(=O)OC(Cl)(Cl)Cl)Cl.O.C(=O)(O)[O-].[Na+]. (4) Given the product [NH2:36][C:12]([CH3:13])([CH2:11][N:9]1[CH:8]=[C:6]2[N:7]=[C:2]([Br:1])[CH:3]=[CH:4][C:5]2=[N:10]1)[C:31]#[N:32].[Br:1][C:2]1[CH:3]=[CH:4][C:5]2[C:6](=[CH:8][N:9]([CH2:11][C:12](=[O:14])[CH3:13])[N:10]=2)[N:7]=1.[Br:26][C:27]1[N:32]=[C:31]2[CH:33]=[N:34][NH:35][C:30]2=[CH:29][CH:28]=1.[NH2:53][C:49]1[C:50]([CH3:52])=[N:51][C:46]([Br:45])=[CH:47][CH:48]=1, predict the reactants needed to synthesize it. The reactants are: [Br:1][C:2]1[CH:3]=[CH:4][C:5]2[C:6](=[CH:8][N:9]([CH2:11][C:12](=[O:14])[CH3:13])[N:10]=2)[N:7]=1.ClCC(=O)C.C(=O)([O-])[O-].[K+].[K+].[Br:26][C:27]1[N:32]=[C:31]2[CH:33]=[N:34][NH:35][C:30]2=[CH:29][CH:28]=1.[NH2:36]C1C(C)=NC(Br)=CC=1.[Br:45][C:46]1[N:51]=[C:50]([CH3:52])[C:49]([N+:53]([O-])=O)=[CH:48][CH:47]=1. (5) Given the product [OH:22][C:20]1[CH:19]=[C:18]([C:23]([OH:25])=[O:24])[CH:17]=[C:16]([NH:15][C:13]([NH2:12])=[S:14])[CH:21]=1, predict the reactants needed to synthesize it. The reactants are: C[O-].[Na+].C([NH:12][C:13]([NH:15][C:16]1[CH:21]=[C:20]([OH:22])[CH:19]=[C:18]([C:23]([OH:25])=[O:24])[CH:17]=1)=[S:14])(=O)C1C=CC=CC=1. (6) Given the product [C:20]1([C:18]2[N:19]=[C:15]([CH2:14][C:10]3([CH2:9][OH:8])[CH2:13][CH2:12][CH2:11]3)[S:16][CH:17]=2)[CH:21]=[CH:22][CH:23]=[CH:24][CH:25]=1, predict the reactants needed to synthesize it. The reactants are: C([O:8][CH2:9][C:10]1([CH2:14][C:15]2[S:16][CH:17]=[C:18]([C:20]3[CH:25]=[CH:24][CH:23]=[CH:22][CH:21]=3)[N:19]=2)[CH2:13][CH2:12][CH2:11]1)C1C=CC=CC=1.B(Br)(Br)Br. (7) Given the product [CH2:1]([O:8][C@@H:9]1[C@H:13]([OH:14])[C@@H:12]([CH2:15][O:16][C:29]([C:28]2[CH:45]=[CH:46][C:25]([O:24][CH3:23])=[CH:26][CH:27]=2)([C:30]2[CH:35]=[CH:34][C:33]([O:36][CH3:37])=[CH:32][CH:31]=2)[C:38]2[CH:39]=[CH:40][CH:41]=[CH:42][CH:43]=2)[O:11][CH2:10]1)[C:2]1[CH:7]=[CH:6][CH:5]=[CH:4][CH:3]=1, predict the reactants needed to synthesize it. The reactants are: [CH2:1]([O:8][C@@H:9]1[C@H:13]([OH:14])[C@@H:12]([CH2:15][OH:16])[O:11][CH2:10]1)[C:2]1[CH:7]=[CH:6][CH:5]=[CH:4][CH:3]=1.N1C=CC=CC=1.[CH3:23][O:24][C:25]1[CH:46]=[CH:45][C:28]([C:29](Cl)([C:38]2[CH:43]=[CH:42][CH:41]=[CH:40][CH:39]=2)[C:30]2[CH:35]=[CH:34][C:33]([O:36][CH3:37])=[CH:32][CH:31]=2)=[CH:27][CH:26]=1.